From a dataset of Reaction yield outcomes from USPTO patents with 853,638 reactions. Predict the reaction yield, written as a fraction of the theoretical maximum amount of product (1.0 means a 100% yield; for example, 0.34 means a 34% yield). (1) The reactants are [N:1]1[CH:6]=[CH:5][CH:4]=[CH:3][C:2]=1[C:7]1[N:11]=[C:10]([C:12]2[CH:17]=[C:16]([CH3:18])[CH:15]=[C:14]([C:19]#[N:20])[CH:13]=2)[O:9][N:8]=1.[Br:21]N1C(=O)CCC1=O. The product is [N:1]1[CH:6]=[CH:5][CH:4]=[CH:3][C:2]=1[C:7]1[N:11]=[C:10]([C:12]2[CH:13]=[C:14]([C:19]#[N:20])[CH:15]=[C:16]([CH2:18][Br:21])[CH:17]=2)[O:9][N:8]=1. The catalyst is C(Cl)(Cl)(Cl)Cl.ClCCl.C(OOC(=O)C1C=CC=CC=1)(=O)C1C=CC=CC=1. The yield is 0.910. (2) The reactants are [F:1]C(F)(F)S(O[C@H]1[C@H](OS(C(F)(F)F)(=O)=O)CN(CC2C=CC=CC=2)C1)(=O)=O.CCCC[N+:33]([CH2:42][CH2:43][CH2:44][CH3:45])([CH2:38][CH2:39][CH2:40][CH3:41])CCCC.[F-:46].[CH3:47][C:48]([CH3:50])=O. No catalyst specified. The product is [CH2:42]([N:33]1[CH2:38][C@H:39]([F:46])[C@@H:40]([F:1])[CH2:41]1)[C:43]1[CH:44]=[CH:45][CH:50]=[CH:48][CH:47]=1. The yield is 0.560.